Dataset: Forward reaction prediction with 1.9M reactions from USPTO patents (1976-2016). Task: Predict the product of the given reaction. (1) Given the reactants B(F)(F)F.S(C)C.C[O:9][C:10](=[O:29])[CH2:11][C:12]1[CH:17]=[C:16]([Br:18])[C:15]([O:19][C:20]2[CH:25]=[CH:24][C:23]([O:26]C)=[CH:22][CH:21]=2)=[C:14]([Br:28])[CH:13]=1, predict the reaction product. The product is: [Br:18][C:16]1[CH:17]=[C:12]([CH2:11][C:10]([OH:29])=[O:9])[CH:13]=[C:14]([Br:28])[C:15]=1[O:19][C:20]1[CH:21]=[CH:22][C:23]([OH:26])=[CH:24][CH:25]=1. (2) Given the reactants [NH2:1][CH:2]1[CH2:7][CH2:6][N:5]([CH2:8][CH2:9][N:10]2[C:19]3[C:14](=[CH:15][CH:16]=[C:17]([F:20])[CH:18]=3)[N:13]=[CH:12][C:11]2=[O:21])[CH2:4][CH2:3]1.[S:22]1[CH:26]=[CH:25][CH:24]=[C:23]1[C:27]1[O:31][N:30]=[C:29]([CH:32]=O)[CH:28]=1.C(O[BH-](OC(=O)C)OC(=O)C)(=O)C.[Na+].C(=O)([O-])O.[Na+], predict the reaction product. The product is: [F:20][C:17]1[CH:18]=[C:19]2[C:14]([N:13]=[CH:12][C:11](=[O:21])[N:10]2[CH2:9][CH2:8][N:5]2[CH2:4][CH2:3][CH:2]([NH:1][CH2:32][C:29]3[CH:28]=[C:27]([C:23]4[S:22][CH:26]=[CH:25][CH:24]=4)[O:31][N:30]=3)[CH2:7][CH2:6]2)=[CH:15][CH:16]=1. (3) Given the reactants [NH2:1][C:2]1[CH:3]=[CH:4][C:5]2[O:9][C:8]([CH2:10][CH2:11][CH2:12][CH3:13])=[C:7]([C:14]([C:16]3[CH:21]=[CH:20][C:19]([O:22][CH2:23][CH:24]([OH:35])[CH2:25][N:26]([CH2:31][CH2:32][CH2:33][CH3:34])[CH2:27][CH2:28][CH2:29][CH3:30])=[CH:18][CH:17]=3)=[O:15])[C:6]=2[CH:36]=1.N1C=CC=CC=1.[CH3:43][S:44](Cl)(=[O:46])=[O:45], predict the reaction product. The product is: [CH2:10]([C:8]1[O:9][C:5]2[CH:4]=[CH:3][C:2]([NH:1][S:44]([CH3:43])(=[O:46])=[O:45])=[CH:36][C:6]=2[C:7]=1[C:14](=[O:15])[C:16]1[CH:21]=[CH:20][C:19]([O:22][CH2:23][CH:24]([OH:35])[CH2:25][N:26]([CH2:27][CH2:28][CH2:29][CH3:30])[CH2:31][CH2:32][CH2:33][CH3:34])=[CH:18][CH:17]=1)[CH2:11][CH2:12][CH3:13]. (4) Given the reactants [NH2:1][C:2]1[CH:7]=[CH:6][CH:5]=[CH:4][C:3]=1[SH:8].[CH3:9][C:10]([CH3:17])([C:14](O)=O)[C:11](O)=O, predict the reaction product. The product is: [CH3:9][C:10]([C:14]1[S:8][C:3]2[CH:4]=[CH:5][CH:6]=[CH:7][C:2]=2[N:1]=1)([C:17]1[S:8][C:3]2[CH:4]=[CH:5][CH:6]=[CH:7][C:2]=2[N:1]=1)[CH3:11]. (5) The product is: [CH3:30][O:31][C:32]1[CH:33]=[C:34]([NH:35][C:2]2[C:3]3[NH:20][N:19]=[CH:18][C:4]=3[N:5]=[C:6]([C:8]3[CH:13]=[CH:12][C:11]([O:14][CH3:15])=[C:10]([O:16][CH3:17])[CH:9]=3)[N:7]=2)[CH:36]=[CH:37][C:38]=1[O:39][CH3:40]. Given the reactants Cl[C:2]1[C:3]2[C:4](=[CH:18][N:19](CC3C=CC(OC)=CC=3)[N:20]=2)[N:5]=[C:6]([C:8]2[CH:13]=[CH:12][C:11]([O:14][CH3:15])=[C:10]([O:16][CH3:17])[CH:9]=2)[N:7]=1.[CH3:30][O:31][C:32]1[CH:33]=[C:34]([CH:36]=[CH:37][C:38]=1[O:39][CH3:40])[NH2:35].Cl, predict the reaction product. (6) Given the reactants [CH2:1]([CH:7]([CH2:14][CH2:15][CH2:16][CH2:17][CH2:18][CH2:19][CH2:20][CH3:21])[CH2:8][C:9]1[CH:13]=[CH:12][S:11][CH:10]=1)[CH2:2][CH2:3][CH2:4][CH2:5][CH3:6].C1C(=O)N([Br:29])C(=O)C1.C(=O)([O-])O.[Na+], predict the reaction product. The product is: [Br:29][C:10]1[S:11][CH:12]=[CH:13][C:9]=1[CH2:8][CH:7]([CH2:1][CH2:2][CH2:3][CH2:4][CH2:5][CH3:6])[CH2:14][CH2:15][CH2:16][CH2:17][CH2:18][CH2:19][CH2:20][CH3:21]. (7) Given the reactants [CH2:1]([O:3][C:4]1[CH:9]=[CH:8][CH:7]=[CH:6][C:5]=1[C:10](=[O:27])[CH2:11][CH2:12][C:13]1[N:14]=[C:15]([C:18]2[CH:23]=[CH:22][C:21]([O:24][CH3:25])=[C:20]([OH:26])[CH:19]=2)[O:16][CH:17]=1)[CH3:2].Cl[CH:29]([F:31])[F:30], predict the reaction product. The product is: [F:30][CH:29]([F:31])[O:26][C:20]1[CH:19]=[C:18]([C:15]2[O:16][CH:17]=[C:13]([CH2:12][CH2:11][C:10]([C:5]3[CH:6]=[CH:7][CH:8]=[CH:9][C:4]=3[O:3][CH2:1][CH3:2])=[O:27])[N:14]=2)[CH:23]=[CH:22][C:21]=1[O:24][CH3:25]. (8) The product is: [NH2:1][C:2]1[C:7]([C:8]#[N:9])=[C:6]([C@H:10]2[CH2:15][CH2:14][C@H:13]([O:16][CH2:17][CH2:18][OH:19])[CH2:12][CH2:11]2)[C:5]([C:37]#[N:38])=[C:4]([S:39][CH2:40][C:41]2[N:42]=[C:43]([C:46]3[CH:47]=[CH:48][C:49]([Cl:52])=[CH:50][CH:51]=3)[S:44][CH:45]=2)[N:3]=1. Given the reactants [NH2:1][C:2]1[C:7]([C:8]#[N:9])=[C:6]([CH:10]2[CH2:15][CH2:14][CH:13]([O:16][CH2:17][CH2:18][O:19][Si](C(C)(C)C)(C3C=CC=CC=3)C3C=CC=CC=3)[CH2:12][CH2:11]2)[C:5]([C:37]#[N:38])=[C:4]([S:39][CH2:40][C:41]2[N:42]=[C:43]([C:46]3[CH:51]=[CH:50][C:49]([Cl:52])=[CH:48][CH:47]=3)[S:44][CH:45]=2)[N:3]=1.[F-].C([N+](CCCC)(CCCC)CCCC)CCC.C(OCC)(=O)C, predict the reaction product. (9) Given the reactants CCN=C=NCCCN(C)C.[NH2:12][C:13]1[CH:18]=[CH:17][CH:16]=[CH:15][C:14]=1[NH2:19].[C:20]1([C:26]2[CH:30]=[C:29]([C:31](O)=[O:32])[NH:28][N:27]=2)[CH:25]=[CH:24][CH:23]=[CH:22][CH:21]=1.C1C=CC2N(O)N=NC=2C=1, predict the reaction product. The product is: [NH2:12][C:13]1[CH:18]=[CH:17][CH:16]=[CH:15][C:14]=1[NH:19][C:31]([C:29]1[NH:28][N:27]=[C:26]([C:20]2[CH:21]=[CH:22][CH:23]=[CH:24][CH:25]=2)[CH:30]=1)=[O:32]. (10) Given the reactants [CH3:1][C@:2]12[C@@H:17]([CH3:18])[C@H:6]([N:7]([C:10]([O:12][C:13]([CH3:16])([CH3:15])[CH3:14])=[O:11])[CH2:8][CH2:9]1)[CH2:5][C:4]1[CH:19]=CC(OS(C(F)(F)F)(=O)=O)=[CH:22][C:3]2=1.ON1[C:36](=[O:37])[CH2:35][CH2:34]C1=O.C(N(CC)CC)C.C1(P(C2C=CC=CC=2)C2C3OC4C(=CC=CC=4P(C4C=CC=CC=4)C4C=CC=CC=4)C(C)(C)C=3C=CC=2)C=CC=CC=1.[C]=O.[CH3:90][O:91][C:92]1[CH:99]=[C:98]([O:100][CH3:101])[CH:97]=[CH:96][C:93]=1[CH2:94][NH2:95], predict the reaction product. The product is: [CH3:90][O:91][C:92]1[CH:99]=[C:98]([O:100][CH3:101])[CH:97]=[CH:96][C:93]=1[CH2:94][NH:95][C:36]([C:35]1[CH:34]=[CH:19][C:4]2[CH2:5][C@@H:6]3[C@H:17]([CH3:18])[C@:2]([CH3:1])([C:3]=2[CH:22]=1)[CH2:9][CH2:8][N:7]3[C:10]([O:12][C:13]([CH3:14])([CH3:15])[CH3:16])=[O:11])=[O:37].